Dataset: Full USPTO retrosynthesis dataset with 1.9M reactions from patents (1976-2016). Task: Predict the reactants needed to synthesize the given product. (1) Given the product [CH2:20]([O:8][C:6](=[O:7])/[CH:5]=[C:4](\[CH3:11])/[CH:3]=[CH:16]/[CH:17]=[C:34](\[C:38]1[CH:43]=[C:42]([C:44]([CH3:45])([CH3:46])[CH3:47])[CH:41]=[C:40]([C:48]([CH3:49])([CH3:50])[CH3:51])[C:39]=1[O:52][CH2:53][CH3:54])/[C:33]([F:55])([F:56])[F:32])[CH3:21], predict the reactants needed to synthesize it. The reactants are: C([C:3]([CH2:16][CH3:17])(P(O)(O)=O)/[C:4](/[CH3:11])=[C:5](\CC)/[C:6]([O-:8])=[O:7])C.CN1C(=O)N(C)C[CH2:21][CH2:20]1.[Li]CCCC.[F:32][C:33]([F:56])([F:55])[C:34]([C:38]1[CH:43]=[C:42]([C:44]([CH3:47])([CH3:46])[CH3:45])[CH:41]=[C:40]([C:48]([CH3:51])([CH3:50])[CH3:49])[C:39]=1[O:52][CH2:53][CH3:54])=CC=O. (2) Given the product [CH3:24][C:10]1[CH:11]=[C:12]([N:15]2[CH:19]=[C:18]([C:20]([F:23])([F:22])[F:21])[CH:17]=[N:16]2)[CH:13]=[CH:14][C:9]=1[OH:8], predict the reactants needed to synthesize it. The reactants are: C([O:8][C:9]1[CH:14]=[CH:13][C:12]([N:15]2[CH:19]=[C:18]([C:20]([F:23])([F:22])[F:21])[CH:17]=[N:16]2)=[CH:11][C:10]=1[CH3:24])C1C=CC=CC=1.C(O)C.[H][H]. (3) The reactants are: [F:1][C:2]1[CH:7]=[CH:6][C:5]([CH2:8]O)=[C:4]([CH3:10])[CH:3]=1.O=S(Cl)[Cl:13]. Given the product [Cl:13][CH2:8][C:5]1[CH:6]=[CH:7][C:2]([F:1])=[CH:3][C:4]=1[CH3:10], predict the reactants needed to synthesize it. (4) Given the product [O:18]1[CH:19]=[CH:20][C:16]([C:14]([NH:13][C:7]2([C:5]([OH:6])=[O:4])[CH2:12][CH2:11][CH2:10][CH2:9][CH2:8]2)=[O:15])=[CH:17]1, predict the reactants needed to synthesize it. The reactants are: [OH-].[Na+].C[O:4][C:5]([C:7]1([NH:13][C:14]([C:16]2[CH:20]=[CH:19][O:18][CH:17]=2)=[O:15])[CH2:12][CH2:11][CH2:10][CH2:9][CH2:8]1)=[O:6].CCOCC. (5) The reactants are: FC(F)(F)C(O)=O.[C:8]([S:11][CH:12]1[CH2:17][CH2:16][NH:15][CH2:14]/[C:13]/1=[CH:18]\[C:19]1[CH:23]=[C:22]([CH2:24][C:25]([O:27][CH2:28][CH3:29])=[O:26])[N:21]([C:30]([O:32][C:33]([CH3:36])([CH3:35])[CH3:34])=[O:31])[N:20]=1)(=[O:10])[CH3:9].Br[CH:38]([C:44]1[CH:49]=[CH:48][CH:47]=[CH:46][C:45]=1[F:50])[C:39]([CH:41]1[CH2:43][CH2:42]1)=[O:40]. Given the product [C:8]([S:11][CH:12]1[CH2:17][CH2:16][N:15]([CH:38]([C:44]2[CH:49]=[CH:48][CH:47]=[CH:46][C:45]=2[F:50])[C:39]([CH:41]2[CH2:42][CH2:43]2)=[O:40])[CH2:14]/[C:13]/1=[CH:18]\[C:19]1[CH:23]=[C:22]([CH2:24][C:25]([O:27][CH2:28][CH3:29])=[O:26])[N:21]([C:30]([O:32][C:33]([CH3:35])([CH3:34])[CH3:36])=[O:31])[N:20]=1)(=[O:10])[CH3:9], predict the reactants needed to synthesize it. (6) The reactants are: [CH2:1]([O:3][C:4](=[O:33])[C:5]1[CH:10]=[CH:9][CH:8]=[C:7]([O:11][CH2:12][CH2:13][CH2:14][N:15]2[C:19]3[CH:20]=[CH:21][CH:22]=[CH:23][C:18]=3[N:17]([CH2:24][C:25]3[CH:30]=[CH:29][C:28](Br)=[CH:27][CH:26]=3)[C:16]2=[NH:32])[CH:6]=1)[CH3:2].CC(C)([O-])C.[Na+].C1(P(C2CCCCC2)C2C=CC=CC=2C2C(C(C)C)=CC(C(C)C)=CC=2C(C)C)CCCCC1.[C:74]1([C:87]2[CH:92]=[CH:91][CH:90]=[CH:89][CH:88]=2)[CH:79]=[CH:78][CH:77]=[CH:76][C:75]=1[CH2:80][N:81]1[CH2:86][CH2:85][NH:84][CH2:83][CH2:82]1. Given the product [CH2:1]([O:3][C:4](=[O:33])[C:5]1[CH:10]=[CH:9][CH:8]=[C:7]([O:11][CH2:12][CH2:13][CH2:14][N:15]2[C:19]3[CH:20]=[CH:21][CH:22]=[CH:23][C:18]=3[N:17]([CH2:24][C:25]3[CH:30]=[CH:29][C:28]([N:84]4[CH2:85][CH2:86][N:81]([CH2:80][C:75]5[CH:76]=[CH:77][CH:78]=[CH:79][C:74]=5[C:87]5[CH:92]=[CH:91][CH:90]=[CH:89][CH:88]=5)[CH2:82][CH2:83]4)=[CH:27][CH:26]=3)[C:16]2=[NH:32])[CH:6]=1)[CH3:2], predict the reactants needed to synthesize it. (7) Given the product [CH3:12][O:13][C:14](=[O:39])[C:15]1[CH:20]=[CH:19][CH:18]=[C:17]([CH2:21][N:22]2[C:33]3[C:38](=[CH:37][CH:36]=[CH:35][CH:34]=3)/[C:24](=[C:25](/[C:26]3[CH:27]=[CH:28][CH:29]=[CH:30][CH:31]=3)\[C:2]3[CH:7]=[CH:6][C:5]([C:8]([F:11])([F:10])[F:9])=[CH:4][CH:3]=3)/[C:23]2=[O:32])[CH:16]=1, predict the reactants needed to synthesize it. The reactants are: I[C:2]1[CH:7]=[CH:6][C:5]([C:8]([F:11])([F:10])[F:9])=[CH:4][CH:3]=1.[CH3:12][O:13][C:14](=[O:39])[C:15]1[CH:20]=[CH:19][CH:18]=[C:17]([CH2:21][N:22]([C:33]2[CH:38]=[CH:37][CH:36]=[CH:35][CH:34]=2)[C:23](=[O:32])[C:24]#[C:25][C:26]2[CH:31]=[CH:30][CH:29]=[CH:28][CH:27]=2)[CH:16]=1.